From a dataset of Peptide-MHC class II binding affinity with 134,281 pairs from IEDB. Regression. Given a peptide amino acid sequence and an MHC pseudo amino acid sequence, predict their binding affinity value. This is MHC class II binding data. (1) The peptide sequence is SVAYKAAVGATPEAK. The MHC is HLA-DPA10201-DPB11401 with pseudo-sequence HLA-DPA10201-DPB11401. The binding affinity (normalized) is 0.683. (2) The peptide sequence is FESYKMDSRIARALR. The MHC is DRB1_0701 with pseudo-sequence DRB1_0701. The binding affinity (normalized) is 0.286. (3) The peptide sequence is KKIGESSSSSVTEGERT. The MHC is HLA-DQA10103-DQB10603 with pseudo-sequence HLA-DQA10103-DQB10603. The binding affinity (normalized) is 0.359. (4) The peptide sequence is THMMIWHSNLNDATY. The MHC is DRB3_0101 with pseudo-sequence DRB3_0101. The binding affinity (normalized) is 0.256. (5) The peptide sequence is NNPKEWLQVDFQKTVKVTGV. The MHC is DRB1_1501 with pseudo-sequence DRB1_1501. The binding affinity (normalized) is 0. (6) The peptide sequence is DIDLGRNEVVNDVST. The MHC is HLA-DPA10201-DPB10501 with pseudo-sequence HLA-DPA10201-DPB10501. The binding affinity (normalized) is 0. (7) The peptide sequence is SRTIYRGVSPSTTRLES. The MHC is DRB1_1501 with pseudo-sequence DRB1_1501. The binding affinity (normalized) is 0.463.